Dataset: Catalyst prediction with 721,799 reactions and 888 catalyst types from USPTO. Task: Predict which catalyst facilitates the given reaction. Reactant: [C:1]([O:15][CH2:16][CH2:17][CH2:18][C:19]([O:21][C:22]([CH3:25])([CH3:24])[CH3:23])=[O:20])(=[O:14])[CH2:2]CC(OCC1C=CC=CC=1)=O.F[C:27](F)(F)[C:28]([O:30][C:31]1[C:36]([F:37])=[C:35]([F:38])[C:34]([F:39])=[C:33]([F:40])[C:32]=1[F:41])=[O:29]. Product: [C:1]([O:15][CH2:16][CH2:17][CH2:18][C:19]([O:21][C:22]([CH3:25])([CH3:24])[CH3:23])=[O:20])(=[O:14])[CH2:2][CH2:27][C:28]([O:30][C:31]1[C:36]([F:37])=[C:35]([F:38])[C:34]([F:39])=[C:33]([F:40])[C:32]=1[F:41])=[O:29]. The catalyst class is: 123.